Dataset: Forward reaction prediction with 1.9M reactions from USPTO patents (1976-2016). Task: Predict the product of the given reaction. (1) The product is: [CH:42]12[N:45]([CH2:1][CH2:4][C:5]3[CH:6]=[CH:7][C:8]([CH2:9][CH2:10][CH2:11][NH:12][C:13]4[CH:18]=[CH:17][CH:16]=[CH:15][C:14]=4[C@@H:19]4[CH2:28][CH2:27][C:26]5[CH:25]=[C:24]([OH:29])[CH:23]=[CH:22][C:21]=5[CH2:20]4)=[CH:36][CH:37]=3)[CH:39]([CH2:44][CH2:43]1)[CH2:40][CH2:41]2. Given the reactants [C:1]([CH2:4][C:5]1[CH:37]=[CH:36][C:8]([CH2:9][CH2:10][CH2:11][NH:12][C:13]2[CH:18]=[CH:17][CH:16]=[CH:15][C:14]=2[C@@H:19]2[CH2:28][CH2:27][C:26]3[CH:25]=[C:24]([O:29]C(=O)C(C)(C)C)[CH:23]=[CH:22][C:21]=3[CH2:20]2)=[CH:7][CH:6]=1)(O)=O.Cl.[CH:39]12[NH:45][CH:42]([CH2:43][CH2:44]1)[CH2:41][CH2:40]2, predict the reaction product. (2) Given the reactants [CH:1]([C:3]1[CH:17]=[CH:16][C:6]([O:7][C:8]2[CH:15]=[CH:14][C:11]([C:12]#[N:13])=[CH:10][CH:9]=2)=[CH:5][CH:4]=1)=[O:2].CS(C)=[O:20].C(=O)([O-])[O-].[K+].[K+].OO, predict the reaction product. The product is: [CH:1]([C:3]1[CH:17]=[CH:16][C:6]([O:7][C:8]2[CH:15]=[CH:14][C:11]([C:12]([NH2:13])=[O:20])=[CH:10][CH:9]=2)=[CH:5][CH:4]=1)=[O:2]. (3) Given the reactants [Br:1][C:2]1[CH:3]=[N:4][CH:5]=[C:6]([CH:11]=1)[C:7]([O:9][CH3:10])=O.[H-].[Na+].C[Si](C=[N+]=[N-])(C)C.[C:21]([O:24][CH2:25][CH3:26])(=[O:23])[CH3:22], predict the reaction product. The product is: [CH3:10][O:9][C:7]([C:6]1[CH:5]=[N:4][CH:3]=[C:2]([Br:1])[CH:11]=1)=[CH:22][C:21]([O:24][CH2:25][CH3:26])=[O:23]. (4) Given the reactants [CH3:1][O:2][C:3](=[O:8])[C@H:4]([CH2:6][OH:7])[NH2:5].C(N(CC)CC)C.[CH3:16][O:17][C:18]1[CH:23]=[CH:22][C:21]([S:24](Cl)(=[O:26])=[O:25])=[CH:20][CH:19]=1, predict the reaction product. The product is: [CH3:1][O:2][C:3](=[O:8])[CH:4]([NH:5][S:24]([C:21]1[CH:20]=[CH:19][C:18]([O:17][CH3:16])=[CH:23][CH:22]=1)(=[O:26])=[O:25])[CH2:6][OH:7]. (5) Given the reactants [O:1]1[C:5]2[CH:6]=[CH:7][C:8]([S:10](Cl)(=[O:12])=[O:11])=[CH:9][C:4]=2[CH:3]=[CH:2]1.[O:14]1[CH:18]2[O:19][CH2:20][CH2:21][CH:17]2[CH:16]([O:22][C:23](=[O:41])[NH:24][CH:25]([CH2:34][C:35]2[CH:40]=[CH:39][CH:38]=[CH:37][CH:36]=2)[CH:26]([OH:33])[CH2:27][NH:28][CH2:29][CH:30]([CH3:32])[CH3:31])[CH2:15]1.C([O-])(O)=O.[Na+], predict the reaction product. The product is: [O:14]1[CH:18]2[O:19][CH2:20][CH2:21][CH:17]2[CH:16]([O:22][C:23](=[O:41])[NH:24][CH:25]([CH2:34][C:35]2[CH:36]=[CH:37][CH:38]=[CH:39][CH:40]=2)[CH:26]([OH:33])[CH2:27][N:28]([S:10]([C:8]2[CH:7]=[CH:6][C:5]3[O:1][CH:2]=[CH:3][C:4]=3[CH:9]=2)(=[O:12])=[O:11])[CH2:29][CH:30]([CH3:32])[CH3:31])[CH2:15]1.